Dataset: Catalyst prediction with 721,799 reactions and 888 catalyst types from USPTO. Task: Predict which catalyst facilitates the given reaction. (1) Reactant: [Cl:1][C:2]1[C:7]([O:8][CH3:9])=[CH:6][CH:5]=[CH:4][C:3]=1[C:10]1[C:11](=[O:27])[NH:12][C:13](=[O:26])[N:14]([CH2:17][C:18]2[C:23]([CH3:24])=[CH:22][CH:21]=[CH:20][C:19]=2[F:25])[C:15]=1[CH3:16].C(OC([NH:35][C@H:36]([C:44]1[CH:49]=[CH:48][CH:47]=[CH:46][CH:45]=1)[CH2:37]COS(C)(=O)=O)=O)(C)(C)C.C([O-])([O-])=O.[K+].[K+].C(OC(C)=O)(C)C.CS(O)(=O)=O. Product: [NH2:35][C@H:36]([C:44]1[CH:49]=[CH:48][CH:47]=[CH:46][CH:45]=1)[CH2:37][N:12]1[C:11](=[O:27])[C:10]([C:3]2[CH:4]=[CH:5][CH:6]=[C:7]([O:8][CH3:9])[C:2]=2[Cl:1])=[C:15]([CH3:16])[N:14]([CH2:17][C:18]2[C:23]([CH3:24])=[CH:22][CH:21]=[CH:20][C:19]=2[F:25])[C:13]1=[O:26]. The catalyst class is: 18. (2) Reactant: [CH3:1][O:2][C:3]1[C:4]([CH3:25])=[C:5]([C:16]([O:23][CH3:24])=[C:17]([O:21][CH3:22])[C:18]=1[O:19][CH3:20])[CH2:6][C:7]1[CH:8]=[CH:9][C:10]([OH:15])=[C:11]([CH:14]=1)[CH:12]=[O:13].[OH-].[Na+].S(OC)(O[CH3:32])(=O)=O.Cl. Product: [CH3:1][O:2][C:3]1[C:4]([CH3:25])=[C:5]([C:16]([O:23][CH3:24])=[C:17]([O:21][CH3:22])[C:18]=1[O:19][CH3:20])[CH2:6][C:7]1[CH:8]=[CH:9][C:10]([O:15][CH3:32])=[C:11]([CH:14]=1)[CH:12]=[O:13]. The catalyst class is: 8. (3) Reactant: [C:1]([O:5][C:6]([N:8]1[CH2:13][CH2:12][CH2:11][C@@H:10]([C:14](=[O:29])[C:15]2[CH:20]=[CH:19][CH:18]=[CH:17][C:16]=2[O:21][C:22]2[CH:27]=[CH:26][CH:25]=[C:24]([F:28])[CH:23]=2)[CH2:9]1)=[O:7])([CH3:4])([CH3:3])[CH3:2].[CH3:30][O:31][CH2:32][CH2:33][CH2:34][CH2:35][Mg]Cl. Product: [F:28][C:24]1[CH:23]=[C:22]([CH:27]=[CH:26][CH:25]=1)[O:21][C:16]1[CH:17]=[CH:18][CH:19]=[CH:20][C:15]=1[C@:14]([C@@H:10]1[CH2:11][CH2:12][CH2:13][N:8]([C:6]([O:5][C:1]([CH3:4])([CH3:2])[CH3:3])=[O:7])[CH2:9]1)([OH:29])[CH2:35][CH2:34][CH2:33][CH2:32][O:31][CH3:30]. The catalyst class is: 1. (4) Reactant: Br[C:2]1[C:3](=[O:10])[N:4]([CH3:9])[CH:5]=[C:6]([Br:8])[N:7]=1.[NH2:11][C:12]1[CH:17]=[CH:16][C:15]([CH2:18][CH2:19][OH:20])=[CH:14][CH:13]=1.CN1CCCC1=O. Product: [Br:8][C:6]1[N:7]=[C:2]([NH:11][C:12]2[CH:17]=[CH:16][C:15]([CH2:18][CH2:19][OH:20])=[CH:14][CH:13]=2)[C:3](=[O:10])[N:4]([CH3:9])[CH:5]=1. The catalyst class is: 4. (5) Reactant: [OH:1][C@@H:2]1[CH2:6][C@H:5]([OH:7])[C@H:4]([CH2:8]/[CH:9]=[CH:10]\[CH2:11][CH2:12][CH2:13][C:14](O)=[O:15])[C@H:3]1[CH:17]=[CH:18][C@H:19]([OH:28])[CH2:20][CH2:21][C:22]1[CH:27]=[CH:26][CH:25]=[CH:24][CH:23]=1.C(N(CC)CC)C.C(Cl)(=O)C(C)(C)C.[CH2:43]([NH2:45])[CH3:44]. Product: [CH3:44][CH2:43][NH:45][C:14]([CH2:13][CH2:12][CH2:11]/[CH:10]=[CH:9]\[CH2:8][C@@H:4]1[C@@H:3](/[CH:17]=[CH:18]/[C@@H:19]([OH:28])[CH2:20][CH2:21][C:22]2[CH:27]=[CH:26][CH:25]=[CH:24][CH:23]=2)[C@H:2]([OH:1])[CH2:6][C@@H:5]1[OH:7])=[O:15]. The catalyst class is: 2. (6) Reactant: [Cl:1][C:2]1[CH:18]=[C:17]([C:19](=[O:29])[NH:20][CH:21]2[CH:26]3[CH2:27][CH2:28][N:23]([CH2:24][CH2:25]3)[CH2:22]2)[C:5]2[N:6]=[C:7]([NH:9]C(=O)OC(C)(C)C)[O:8][C:4]=2[CH:3]=1.C(O)(C(F)(F)F)=O. Product: [N:23]12[CH2:22][C@@H:21]([NH:20][C:19]([C:17]3[CH:18]=[C:2]([Cl:1])[CH:3]=[C:4]4[O:8][C:7]([NH2:9])=[N:6][C:5]=34)=[O:29])[CH:26]([CH2:27][CH2:28]1)[CH2:25][CH2:24]2. The catalyst class is: 2. (7) Reactant: CC([O-])(C)C.[K+].[C:7]([CH2:9][C:10]([NH2:12])=[O:11])#[N:8].[CH3:13][CH:14]([CH2:20][CH3:21])/[CH:15]=[CH:16]/[C:17](=O)[CH3:18].NCC1C(=O)NC(C)=CC=1CCC.O=O.Cl. Product: [CH:14]([C:15]1[CH:16]=[C:17]([CH3:18])[NH:12][C:10](=[O:11])[C:9]=1[C:7]#[N:8])([CH2:20][CH3:21])[CH3:13]. The catalyst class is: 58. (8) Reactant: [CH2:1]([NH:4][C:5]1[N:14]=[C:13]([NH2:15])[C:12]2[C:7](=[CH:8][CH:9]=[C:10]([N+:16]([O-:18])=[O:17])[CH:11]=2)[N:6]=1)[CH:2]=[CH2:3].[H-].[Na+].[CH3:21][CH:22]([CH3:28])[CH2:23][O:24][C:25](Cl)=[O:26].O. Product: [CH2:1]([NH:4][C:5]1[N:14]=[C:13]([NH:15][C:25]([O:24][CH2:23][CH:22]([CH3:28])[CH3:21])=[O:26])[C:12]2[C:7](=[CH:8][CH:9]=[C:10]([N+:16]([O-:18])=[O:17])[CH:11]=2)[N:6]=1)[CH:2]=[CH2:3]. The catalyst class is: 3.